This data is from Reaction yield outcomes from USPTO patents with 853,638 reactions. The task is: Predict the reaction yield, written as a fraction of the theoretical maximum amount of product (1.0 means a 100% yield; for example, 0.34 means a 34% yield). The reactants are Cl.[F:2][C:3]([F:17])([F:16])[C:4]1[CH:9]=[CH:8][CH:7]=[CH:6][C:5]=1[CH:10]1[CH2:15][CH2:14][NH:13][CH2:12][CH2:11]1.CCN(CC)CC.Cl[C:26](=[O:32])[CH2:27][C:28]([O:30][CH3:31])=[O:29]. The catalyst is C(Cl)Cl. The product is [O:32]=[C:26]([N:13]1[CH2:12][CH2:11][CH:10]([C:5]2[CH:6]=[CH:7][CH:8]=[CH:9][C:4]=2[C:3]([F:2])([F:16])[F:17])[CH2:15][CH2:14]1)[CH2:27][C:28]([O:30][CH3:31])=[O:29]. The yield is 0.710.